This data is from Full USPTO retrosynthesis dataset with 1.9M reactions from patents (1976-2016). The task is: Predict the reactants needed to synthesize the given product. (1) Given the product [CH3:22][N:23]([CH3:30])[CH2:24][CH2:25][CH2:26][C:27]([N:16]1[CH2:15][CH2:14][C:13]2[C:18](=[CH:19][CH:20]=[C:11]([C:9]([NH:8][O:7][CH:2]3[CH2:3][CH2:4][CH2:5][CH2:6][O:1]3)=[O:10])[CH:12]=2)[CH2:17]1)=[O:28], predict the reactants needed to synthesize it. The reactants are: [O:1]1[CH2:6][CH2:5][CH2:4][CH2:3][CH:2]1[O:7][NH:8][C:9]([C:11]1[CH:12]=[C:13]2[C:18](=[CH:19][CH:20]=1)[CH2:17][NH:16][CH2:15][CH2:14]2)=[O:10].Cl.[CH3:22][N:23]([CH3:30])[CH2:24][CH2:25][CH2:26][C:27](O)=[O:28].C1C=CC2N(O)N=NC=2C=1.C(Cl)CCl. (2) Given the product [F:28][C:27]1[CH:26]=[CH:25][C:24]([CH2:29][C@@H:30]([CH3:36])[C:31]([O:33][CH2:34][CH3:35])=[O:32])=[CH:23][C:22]=1[NH:21][C:19](=[O:20])[C@H:12]([CH:13]([C:15]([F:18])([F:17])[F:16])[CH3:14])[NH2:11], predict the reactants needed to synthesize it. The reactants are: C(OC([NH:11][C@H:12]([C:19]([NH:21][C:22]1[CH:23]=[C:24]([CH2:29][C@@H:30]([CH3:36])[C:31]([O:33][CH2:34][CH3:35])=[O:32])[CH:25]=[CH:26][C:27]=1[F:28])=[O:20])[CH:13]([C:15]([F:18])([F:17])[F:16])[CH3:14])=O)C1C=CC=CC=1.